Dataset: Forward reaction prediction with 1.9M reactions from USPTO patents (1976-2016). Task: Predict the product of the given reaction. (1) Given the reactants [Cl:1][C:2]1[CH:7]=[C:6]([C:8]2([CH3:13])[O:12][CH2:11][CH2:10][O:9]2)[CH:5]=[C:4]([Cl:14])[N:3]=1.CN(C)CCN(C)C.C([Li])CCC.[C:28](Cl)(=[O:31])[O:29][CH3:30], predict the reaction product. The product is: [Cl:1][C:2]1[N:3]=[C:4]([Cl:14])[CH:5]=[C:6]([C:8]2([CH3:13])[O:12][CH2:11][CH2:10][O:9]2)[C:7]=1[C:28]([O:29][CH3:30])=[O:31]. (2) Given the reactants [H-].[Na+].[CH2:3]([O:10][C:11]([C:13]1([CH:19]([OH:21])[CH3:20])[CH2:18][CH2:17][CH2:16][O:15][CH2:14]1)=[O:12])[C:4]1[CH:9]=[CH:8][CH:7]=[CH:6][CH:5]=1.C1C(Cl)=CN=C(N([S:30]([C:33]([F:36])([F:35])[F:34])(=[O:32])=[O:31])[S:30]([C:33]([F:36])([F:35])[F:34])(=[O:32])=[O:31])C=1, predict the reaction product. The product is: [CH2:3]([O:10][C:11]([C:13]1([CH:19]([O:21][S:30]([C:33]([F:36])([F:35])[F:34])(=[O:32])=[O:31])[CH3:20])[CH2:18][CH2:17][CH2:16][O:15][CH2:14]1)=[O:12])[C:4]1[CH:9]=[CH:8][CH:7]=[CH:6][CH:5]=1. (3) Given the reactants [C:1]([C:3](=[C:9](SC)[S:10][CH3:11])[C:4]([O:6][CH2:7][CH3:8])=[O:5])#[N:2].Cl.[NH2:15][NH2:16].C([O-])(=O)C.[Na+], predict the reaction product. The product is: [NH2:2][C:1]1[NH:16][N:15]=[C:9]([S:10][CH3:11])[C:3]=1[C:4]([O:6][CH2:7][CH3:8])=[O:5]. (4) Given the reactants [NH:1]1C2C(=CC=CC=2)[C:4](=[O:5])[C:2]1=O.[F:12][C:13]1[CH:19]=[CH:18][CH:17]=[CH:16][C:14]=1[NH2:15].ClC(Cl)(Cl)C(O)[OH:23].Cl.NO.S([O-])([O-])(=O)=O.[Na+].[Na+], predict the reaction product. The product is: [F:12][C:13]1[CH:19]=[CH:18][CH:17]=[CH:16][C:14]=1[NH:15][C:4](=[O:5])[CH:2]=[N:1][OH:23]. (5) Given the reactants [OH:1][C@@:2]1([C:9]#[C:10][C:11]2[CH:12]=[C:13]([C:17]3[CH:18]=[C:19]([CH:24]=[C:25]([CH3:27])[CH:26]=3)[C:20]([O:22]C)=O)[CH:14]=[CH:15][CH:16]=2)[CH2:6][CH2:5][N:4]([CH3:7])[C:3]1=[O:8].[NH3:28], predict the reaction product. The product is: [OH:1][C@@:2]1([C:9]#[C:10][C:11]2[CH:12]=[C:13]([C:17]3[CH:18]=[C:19]([CH:24]=[C:25]([CH3:27])[CH:26]=3)[C:20]([NH2:28])=[O:22])[CH:14]=[CH:15][CH:16]=2)[CH2:6][CH2:5][N:4]([CH3:7])[C:3]1=[O:8].